This data is from Peptide-MHC class I binding affinity with 185,985 pairs from IEDB/IMGT. The task is: Regression. Given a peptide amino acid sequence and an MHC pseudo amino acid sequence, predict their binding affinity value. This is MHC class I binding data. The peptide sequence is RRQDILDLWIY. The MHC is HLA-A31:01 with pseudo-sequence HLA-A31:01. The binding affinity (normalized) is 0.0248.